This data is from Reaction yield outcomes from USPTO patents with 853,638 reactions. The task is: Predict the reaction yield, written as a fraction of the theoretical maximum amount of product (1.0 means a 100% yield; for example, 0.34 means a 34% yield). (1) The catalyst is ClCCl. The yield is 1.00. The product is [C:28]([O:32][C:33]([N:20]1[CH2:19][CH2:18][N:17]([C:13]2[CH:14]=[N:15][CH:16]=[C:11]([O:10][CH3:9])[CH:12]=2)[CH2:22][CH2:21]1)=[O:34])([CH3:31])([CH3:30])[CH3:29]. The reactants are C(O)(=O)/C=C/C(O)=O.[CH3:9][O:10][C:11]1[CH:12]=[C:13]([N:17]2[CH2:22][CH2:21][NH:20][CH2:19][CH2:18]2)[CH:14]=[N:15][CH:16]=1.C(=O)([O-])O.[Na+].[C:28]([O:32][C:33](O[C:33]([O:32][C:28]([CH3:31])([CH3:30])[CH3:29])=[O:34])=[O:34])([CH3:31])([CH3:30])[CH3:29]. (2) The product is [NH2:1][C:2]1[CH:7]=[CH:6][CH:5]=[C:4]([C:9]2[CH:14]=[CH:13][CH:12]=[CH:11][CH:10]=2)[N:3]=1. The reactants are [NH2:1][C:2]1[CH:7]=[CH:6][CH:5]=[C:4](Br)[N:3]=1.[C:9]1(B(O)O)[CH:14]=[CH:13][CH:12]=[CH:11][CH:10]=1.C(=O)([O-])[O-].[Na+].[Na+]. The yield is 0.700. The catalyst is COCCOC.C1C=CC([P]([Pd]([P](C2C=CC=CC=2)(C2C=CC=CC=2)C2C=CC=CC=2)([P](C2C=CC=CC=2)(C2C=CC=CC=2)C2C=CC=CC=2)[P](C2C=CC=CC=2)(C2C=CC=CC=2)C2C=CC=CC=2)(C2C=CC=CC=2)C2C=CC=CC=2)=CC=1. (3) The reactants are [CH3:1][O:2][C@@H:3]([C@@H:33]([N:38]([CH3:46])[C:39](=[O:45])[C@H:40]([CH:42]([CH3:44])[CH3:43])[NH2:41])[C@@H:34]([CH3:37])[CH2:35][CH3:36])[CH2:4][C:5]([N:7]1[CH2:11][CH2:10][CH2:9][C@H:8]1[C@H:12]([O:31][CH3:32])[C@@H:13]([CH3:30])[C:14](=[O:29])[NH:15][C@H:16]([C:24]1[S:25][CH:26]=[CH:27][N:28]=1)[CH2:17][C:18]1[CH:23]=[CH:22][CH:21]=[CH:20][CH:19]=1)=[O:6].[CH:47]1[C:59]2[CH:58]([CH2:60][O:61][C:62]([NH:64][CH2:65][C:66]([CH3:71])([CH3:70])[C:67](O)=[O:68])=[O:63])[C:57]3[C:52](=[CH:53][CH:54]=[CH:55][CH:56]=3)[C:51]=2[CH:50]=[CH:49][CH:48]=1.C(N(C(C)C)CC)(C)C.CN(C(ON1N=NC2C=CC=NC1=2)=[N+](C)C)C.F[P-](F)(F)(F)(F)F. The catalyst is ClCCl.CN(C)C=O. The product is [CH:56]1[C:57]2[CH:58]([CH2:60][O:61][C:62]([NH:64][CH2:65][C:66]([CH3:71])([CH3:70])[C:67]([NH:41][C@H:40]([C:39]([N:38]([C@@H:33]([C@@H:34]([CH3:37])[CH2:35][CH3:36])[C@H:3]([O:2][CH3:1])[CH2:4][C:5]([N:7]3[CH2:11][CH2:10][CH2:9][C@H:8]3[C@H:12]([O:31][CH3:32])[C@@H:13]([CH3:30])[C:14](=[O:29])[NH:15][C@H:16]([C:24]3[S:25][CH:26]=[CH:27][N:28]=3)[CH2:17][C:18]3[CH:19]=[CH:20][CH:21]=[CH:22][CH:23]=3)=[O:6])[CH3:46])=[O:45])[CH:42]([CH3:44])[CH3:43])=[O:68])=[O:63])[C:59]3[C:51](=[CH:50][CH:49]=[CH:48][CH:47]=3)[C:52]=2[CH:53]=[CH:54][CH:55]=1. The yield is 0.600. (4) The reactants are C([O-])([O-])=O.[K+].[K+].Cl[C:8]1[C:13](=[O:14])[N:12]([CH3:15])[CH:11]=[C:10]2[CH2:16][N:17]([CH2:20][CH2:21][C:22]3[N:26]([CH3:27])[C:25]4[CH:28]=[CH:29][CH:30]=[CH:31][C:24]=4[N:23]=3)[C:18](=[O:19])[C:9]=12.[N:32]1[CH:37]=[CH:36][CH:35]=[C:34](B(O)O)[CH:33]=1.O. The catalyst is CN(C=O)C.[Pd](Cl)Cl.C1(P(C2C=CC=CC=2)C2C=CC=CC=2)C=CC=CC=1.C1(P(C2C=CC=CC=2)C2C=CC=CC=2)C=CC=CC=1.C(Cl)Cl. The product is [CH3:15][N:12]1[C:13](=[O:14])[C:8]([C:34]2[CH:33]=[N:32][CH:37]=[CH:36][CH:35]=2)=[C:9]2[C:18](=[O:19])[N:17]([CH2:20][CH2:21][C:22]3[N:26]([CH3:27])[C:25]4[CH:28]=[CH:29][CH:30]=[CH:31][C:24]=4[N:23]=3)[CH2:16][C:10]2=[CH:11]1. The yield is 0.223. (5) The reactants are Cl[C:2]1[CH:7]=[C:6]([O:8][C:9]2[CH:14]=[CH:13][C:12]([N+:15]([O-:17])=[O:16])=[CH:11][CH:10]=2)[N:5]=[CH:4][N:3]=1.[NH3:18].C(O)C.C(OCC)(=O)C.O. The catalyst is CCCCCC. The product is [N+:15]([C:12]1[CH:13]=[CH:14][C:9]([O:8][C:6]2[N:5]=[CH:4][N:3]=[C:2]([NH2:18])[CH:7]=2)=[CH:10][CH:11]=1)([O-:17])=[O:16]. The yield is 0.330. (6) The reactants are [CH3:1][O:2][C:3]([C:5]1[CH:14]=[CH:13][C:12]2[C:11](=[O:15])[CH2:10][CH2:9][CH2:8][C:7]=2[CH:6]=1)=[O:4].[O:16]1[CH:20]=[CH:19][C:18]([CH:21]=O)=[CH:17]1. No catalyst specified. The product is [O:16]1[CH:20]=[CH:19][C:18]([CH:21]=[C:10]2[CH2:9][CH2:8][C:7]3[CH:6]=[C:5]([C:3]([O:2][CH3:1])=[O:4])[CH:14]=[CH:13][C:12]=3[C:11]2=[O:15])=[CH:17]1. The yield is 0.800.